Dataset: Forward reaction prediction with 1.9M reactions from USPTO patents (1976-2016). Task: Predict the product of the given reaction. (1) Given the reactants [CH2:1]([O:5][C:6]1[C:7](=[O:25])[C:8]2[C:9](=[O:24])[N:10]([CH2:16][C:17]3[CH:22]=[CH:21][C:20]([F:23])=[CH:19][CH:18]=3)[CH2:11][CH2:12][C:13]=2O[CH:15]=1)/[CH:2]=[CH:3]/[CH3:4].[CH2:26]([NH2:30])[CH2:27][CH:28]=[CH2:29], predict the reaction product. The product is: [CH2:26]([N:30]1[C:13]2[CH2:12][CH2:11][N:10]([CH2:16][C:17]3[CH:18]=[CH:19][C:20]([F:23])=[CH:21][CH:22]=3)[C:9](=[O:24])[C:8]=2[C:7](=[O:25])[C:6]([O:5][CH2:1]/[CH:2]=[CH:3]/[CH3:4])=[CH:15]1)[CH2:27][CH:28]=[CH2:29]. (2) Given the reactants [NH2:1][CH2:2][CH2:3][CH2:4][OH:5].C(N(CC)CC)C.[C:13](Cl)([O:15][CH2:16][C:17]1[CH:22]=[CH:21][CH:20]=[CH:19][CH:18]=1)=[O:14], predict the reaction product. The product is: [OH:5][CH2:4][CH2:3][CH2:2][NH:1][C:13](=[O:14])[O:15][CH2:16][C:17]1[CH:22]=[CH:21][CH:20]=[CH:19][CH:18]=1. (3) Given the reactants [CH:1]1[CH:2]=[CH:3][C:4]2[NH:11][C:9](=[O:10])[CH:8]=[C:7]([CH2:12][CH:13]([NH:17][C:18]([C:20]3[CH:21]=[CH:22][C:23]([Cl:26])=[CH:24][CH:25]=3)=[O:19])[C:14]([OH:16])=[O:15])[C:5]=2[CH:6]=1.Br[CH2:28][CH2:29][N:30]1[CH2:34][CH2:33][CH2:32][C:31]1=[O:35], predict the reaction product. The product is: [Cl:26][C:23]1[CH:24]=[CH:25][C:20]([C:18]([NH:17][CH:13]([CH2:12][C:7]2[C:5]3[C:4](=[CH:3][CH:2]=[CH:1][CH:6]=3)[NH:11][C:9](=[O:10])[CH:8]=2)[C:14]([O:16][CH2:28][CH2:29][N:30]2[CH2:34][CH2:33][CH2:32][C:31]2=[O:35])=[O:15])=[O:19])=[CH:21][CH:22]=1. (4) The product is: [CH2:20]([N:7]1[C:6]2[CH:13]=[C:2]([Br:1])[CH:3]=[CH:4][C:5]=2[O:12][C:9]2([CH2:10][CH2:11]2)[CH2:8]1)[C:21]1[CH:26]=[CH:25][CH:24]=[CH:23][CH:22]=1. Given the reactants [Br:1][C:2]1[CH:3]=[CH:4][C:5]2[O:12][C:9]3([CH2:11][CH2:10]3)[CH2:8][NH:7][C:6]=2[CH:13]=1.C(=O)([O-])[O-].[K+].[K+].[CH2:20](Br)[C:21]1[CH:26]=[CH:25][CH:24]=[CH:23][CH:22]=1, predict the reaction product. (5) Given the reactants [NH2:1][C@@:2]1([C:14]([F:18])([F:17])[CH2:15][OH:16])[C:10]2[C:5](=[CH:6][CH:7]=[C:8]([N+:11]([O-:13])=[O:12])[CH:9]=2)[CH2:4][CH2:3]1.C([O-])(=O)C.[Na+].[N:24]#[C:25]Br.CCCCCC, predict the reaction product. The product is: [F:18][C:14]([C@:2]1([NH:1][C:25]#[N:24])[C:10]2[C:5](=[CH:6][CH:7]=[C:8]([N+:11]([O-:13])=[O:12])[CH:9]=2)[CH2:4][CH2:3]1)([F:17])[CH2:15][OH:16]. (6) Given the reactants [O-]CC.[Na+].[Na].[Cl:6][C:7]1[CH:8]=[C:9]([CH:18]=[CH:19][C:20]=1[Cl:21])[O:10][C:11](=[CH:14]N(C)C)[CH:12]=O.[NH2:22][C:23]([NH2:25])=[O:24], predict the reaction product. The product is: [Cl:6][C:7]1[CH:8]=[C:9]([CH:18]=[CH:19][C:20]=1[Cl:21])[O:10][C:11]1[CH:14]=[N:22][C:23]([OH:24])=[N:25][CH:12]=1. (7) Given the reactants [C:1]([O:5][C:6]([N:8]1[C:17]2[C:12](=[CH:13][CH:14]=[C:15]([CH:18]([CH2:31][CH2:32][CH2:33][CH2:34][CH3:35])[C:19]#[C:20][C:21]3[CH:26]=[CH:25][C:24]([C:27]([O:29]C)=[O:28])=[CH:23][CH:22]=3)[CH:16]=2)[C:11]([CH3:37])([CH3:36])[CH2:10][CH2:9]1)=[O:7])([CH3:4])([CH3:3])[CH3:2].O.[OH-].[Li+].Cl, predict the reaction product. The product is: [C:1]([O:5][C:6]([N:8]1[C:17]2[C:12](=[CH:13][CH:14]=[C:15]([CH:18]([CH2:31][CH2:32][CH2:33][CH2:34][CH3:35])[C:19]#[C:20][C:21]3[CH:26]=[CH:25][C:24]([C:27]([OH:29])=[O:28])=[CH:23][CH:22]=3)[CH:16]=2)[C:11]([CH3:36])([CH3:37])[CH2:10][CH2:9]1)=[O:7])([CH3:4])([CH3:3])[CH3:2]. (8) Given the reactants [O-]P([O-])([O-])=O.[K+].[K+].[K+].CC(C1C=C(C(C)C)C(C2C=CC=CC=2P(C2CCCCC2)C2CCCCC2)=C(C(C)C)C=1)C.CC1(C)C(C)(C)OB([C:51]2[NH:59][C:58]3[CH2:57][CH2:56][NH:55][C:54](=[O:60])[C:53]=3[CH:52]=2)O1.Br[C:63]1[CH:64]=[CH:65][CH:66]=[C:67]2[C:72]=1[N:71]=[C:70]([C:73]1[C:78]([CH3:79])=[CH:77][CH:76]=[CH:75][C:74]=1[CH3:80])[CH:69]=[N:68]2, predict the reaction product. The product is: [CH3:80][C:74]1[CH:75]=[CH:76][CH:77]=[C:78]([CH3:79])[C:73]=1[C:70]1[CH:69]=[N:68][C:67]2[C:72]([N:71]=1)=[C:63]([C:51]1[NH:59][C:58]3[CH2:57][CH2:56][NH:55][C:54](=[O:60])[C:53]=3[CH:52]=1)[CH:64]=[CH:65][CH:66]=2.